Dataset: Full USPTO retrosynthesis dataset with 1.9M reactions from patents (1976-2016). Task: Predict the reactants needed to synthesize the given product. (1) Given the product [CH3:1][O:2][C:3](=[O:34])[C@@H:4]([NH:13][C:14](=[O:33])[C:15]1[CH:20]=[CH:19][C:18]([NH:21][CH2:22][C:23]2[C:32]3[C:27](=[CH:28][CH:29]=[CH:30][CH:31]=3)[CH:26]=[CH:25][CH:24]=2)=[CH:17][CH:16]=1)[CH2:5][C:6]1[CH:11]=[CH:10][C:9]([C:45]2[CH:46]=[CH:47][C:42]([O:35][C:36]3[CH:41]=[CH:40][CH:39]=[CH:38][CH:37]=3)=[CH:43][CH:44]=2)=[CH:8][CH:7]=1, predict the reactants needed to synthesize it. The reactants are: [CH3:1][O:2][C:3](=[O:34])[C@@H:4]([NH:13][C:14](=[O:33])[C:15]1[CH:20]=[CH:19][C:18]([NH:21][CH2:22][C:23]2[C:32]3[C:27](=[CH:28][CH:29]=[CH:30][CH:31]=3)[CH:26]=[CH:25][CH:24]=2)=[CH:17][CH:16]=1)[CH2:5][C:6]1[CH:11]=[CH:10][C:9](Br)=[CH:8][CH:7]=1.[O:35]([C:42]1[CH:47]=[CH:46][C:45](B(O)O)=[CH:44][CH:43]=1)[C:36]1[CH:41]=[CH:40][CH:39]=[CH:38][CH:37]=1.C([O-])([O-])=O.[Na+].[Na+]. (2) Given the product [CH2:1]([C:3]([C:22]1[CH:27]=[CH:26][C:25]([OH:28])=[C:24]([CH3:29])[CH:23]=1)([C:6]1[CH:11]=[CH:10][C:9]([CH2:12][CH2:13][CH:14]([OH:15])[C:16]2([CH2:19][CH3:20])[CH2:18][CH2:17]2)=[C:8]([CH3:21])[CH:7]=1)[CH2:4][CH3:5])[CH3:2], predict the reactants needed to synthesize it. The reactants are: [CH2:1]([C:3]([C:22]1[CH:27]=[CH:26][C:25]([OH:28])=[C:24]([CH3:29])[CH:23]=1)([C:6]1[CH:11]=[CH:10][C:9]([C:12]#[C:13][CH:14]([C:16]2([CH2:19][CH3:20])[CH2:18][CH2:17]2)[OH:15])=[C:8]([CH3:21])[CH:7]=1)[CH2:4][CH3:5])[CH3:2]. (3) Given the product [Cl:43][C:28]1[C:27]([Cl:44])=[C:26]([C:13]2[S:12][C:11]([C:14]3[O:18][C:17]([C:19]([OH:22])([CH3:20])[CH3:21])=[N:16][N:15]=3)=[N:10][C:9]=2[CH2:8][OH:7])[CH:31]=[CH:30][C:29]=1[S:32]([NH:35][C@@H:36]([CH2:41][CH3:42])[C:37]([F:40])([F:38])[F:39])(=[O:34])=[O:33], predict the reactants needed to synthesize it. The reactants are: C[Si](C)(C)CCOC[O:7][CH2:8][C:9]1[N:10]=[C:11]([C:14]2[O:18][C:17]([C:19]([OH:22])([CH3:21])[CH3:20])=[N:16][N:15]=2)[S:12][CH:13]=1.Br[C:26]1[CH:31]=[CH:30][C:29]([S:32]([NH:35][C@@H:36]([CH2:41][CH3:42])[C:37]([F:40])([F:39])[F:38])(=[O:34])=[O:33])=[C:28]([Cl:43])[C:27]=1[Cl:44].P(C1CCCCC1)(C1CCCCC1)C1CCCCC1.[H+].[B-](F)(F)(F)F.C(O)(=O)C(C)(C)C.C([O-])([O-])=O.[K+].[K+]. (4) Given the product [CH3:1][O:2][C:3](=[O:17])[C@@H:4]([O:14][CH2:15][CH3:16])[CH2:5][C:6]1[CH:11]=[CH:10][C:9]([O:12][CH2:19][C:20]2[N:21]=[C:22]([C:26]3[CH:31]=[CH:30][CH:29]=[CH:28][C:27]=3[F:32])[O:23][C:24]=2[CH3:25])=[CH:8][C:7]=1[Cl:13], predict the reactants needed to synthesize it. The reactants are: [CH3:1][O:2][C:3](=[O:17])[C@@H:4]([O:14][CH2:15][CH3:16])[CH2:5][C:6]1[CH:11]=[CH:10][C:9]([OH:12])=[CH:8][C:7]=1[Cl:13].Cl[CH2:19][C:20]1[N:21]=[C:22]([C:26]2[CH:31]=[CH:30][CH:29]=[CH:28][C:27]=2[F:32])[O:23][C:24]=1[CH3:25].FC1C=CC=CC=1C=O.O=P(Cl)(Cl)Cl.C(=O)([O-])[O-].[Cs+].[Cs+].[I-].[K+].